From a dataset of Full USPTO retrosynthesis dataset with 1.9M reactions from patents (1976-2016). Predict the reactants needed to synthesize the given product. (1) Given the product [Cl:1][C:2]1[CH:3]=[C:4](/[CH:9]=[C:10](\[CH3:14])/[C:11]([N:17]([O:18][CH3:19])[CH3:16])=[O:12])[CH:5]=[CH:6][C:7]=1[F:8], predict the reactants needed to synthesize it. The reactants are: [Cl:1][C:2]1[CH:3]=[C:4](/[CH:9]=[C:10](\[CH3:14])/[C:11](O)=[O:12])[CH:5]=[CH:6][C:7]=1[F:8].Cl.[CH3:16][NH:17][O:18][CH3:19].O.ON1C2C=CC=CC=2N=N1.Cl.C(N=C=NCCCN(C)C)C.C(N(C(C)C)CC)(C)C. (2) Given the product [OH:2][C:3]1[C:11]2[CH:10]=[C:9]([C:12]3[O:16][N:15]=[C:14]([CH3:17])[N:13]=3)[O:8][C:7]=2[CH:6]=[CH:5][CH:4]=1, predict the reactants needed to synthesize it. The reactants are: C[O:2][C:3]1[C:11]2[CH:10]=[C:9]([C:12]3[O:16][N:15]=[C:14]([CH3:17])[N:13]=3)[O:8][C:7]=2[CH:6]=[CH:5][CH:4]=1.B(Br)(Br)Br. (3) Given the product [Cl:19][C:16]1[CH:17]=[CH:18][C:13]2[O:12][CH:11]([CH:20]([CH3:22])[CH3:21])[CH2:10][N:9]([C:7](=[O:8])/[CH:6]=[CH:5]/[C:4]([OH:23])=[O:3])[C:14]=2[CH:15]=1, predict the reactants needed to synthesize it. The reactants are: C([O:3][C:4](=[O:23])/[CH:5]=[CH:6]/[C:7]([N:9]1[C:14]2[CH:15]=[C:16]([Cl:19])[CH:17]=[CH:18][C:13]=2[O:12][CH:11]([CH:20]([CH3:22])[CH3:21])[CH2:10]1)=[O:8])C.[OH-].[Na+].Cl. (4) Given the product [CH3:1][O:2][C:3]([C:5]1[C:13]2[C:8](=[C:9]([Cl:14])[CH:10]=[CH:11][CH:12]=2)[N:7]([CH2:21][CH2:20][O:19][C:18]([F:31])([F:30])[F:17])[CH:6]=1)=[O:4], predict the reactants needed to synthesize it. The reactants are: [CH3:1][O:2][C:3]([C:5]1[C:13]2[C:8](=[C:9]([Cl:14])[CH:10]=[CH:11][CH:12]=2)[NH:7][CH:6]=1)=[O:4].[H-].[Na+].[F:17][C:18]([F:31])([F:30])[O:19][CH2:20][CH2:21]OS(C(F)(F)F)(=O)=O. (5) Given the product [NH2:1][C:2]1[CH:3]=[CH:4][C:5]([F:31])=[C:6]([CH:30]=1)[O:7][C:8]1[N:9]=[C:10]([NH:21][C:22]2[CH:23]=[N:24][N:25]([CH2:27][CH2:28][OH:29])[CH:26]=2)[C:11]([C:18]([NH2:20])=[O:19])=[N:12][C:13]=1[C:14]([CH3:16])=[CH2:15], predict the reactants needed to synthesize it. The reactants are: [NH2:1][C:2]1[CH:3]=[CH:4][C:5]([F:31])=[C:6]([CH:30]=1)[O:7][C:8]1[N:9]=[C:10]([NH:21][C:22]2[CH:23]=[N:24][N:25]([CH2:27][CH2:28][OH:29])[CH:26]=2)[C:11]([C:18]([NH2:20])=[O:19])=[N:12][C:13]=1[C:14](O)([CH3:16])[CH3:15].C(N(C(C)C)CC)(C)C. (6) Given the product [C:7]([O:8][CH2:9][C:4]([CH2:3][O:2][CH3:1])([C:12]([CH3:14])([CH3:13])[CH:15]([CH3:17])[CH3:16])[CH2:5][OH:6])([CH3:18])([CH3:11])[CH3:10], predict the reactants needed to synthesize it. The reactants are: [CH3:1][O:2][CH2:3][C:4]1([C:12]([CH:15]([CH3:17])[CH3:16])([CH3:14])[CH3:13])[CH2:9][O:8][C:7]([CH3:11])([CH3:10])[O:6][CH2:5]1.[CH2:18](OCC)C.C[Mg]I.